This data is from Catalyst prediction with 721,799 reactions and 888 catalyst types from USPTO. The task is: Predict which catalyst facilitates the given reaction. (1) Reactant: [C:1]([O:5][C:6]([N:8]1[CH2:13][CH2:12][CH:11]([NH2:14])[CH2:10][CH2:9]1)=[O:7])([CH3:4])([CH3:3])[CH3:2].C(N(C(C)C)CC)(C)C.[Br:24][C:25]1[S:26][C:27]([C:31](Cl)=[O:32])=[C:28]([CH3:30])[N:29]=1.C1N(P(N2CC2)(N2CC2)=S)C1.ClC(Cl)C. Product: [C:1]([O:5][C:6]([N:8]1[CH2:13][CH2:12][CH:11]([NH:14][C:31]([C:27]2[S:26][C:25]([Br:24])=[N:29][C:28]=2[CH3:30])=[O:32])[CH2:10][CH2:9]1)=[O:7])([CH3:4])([CH3:2])[CH3:3]. The catalyst class is: 4. (2) Reactant: [F:1][C:2]1[CH:35]=[CH:34][C:5]([CH2:6][N:7]2[CH2:12][CH2:11][N:10](C(C3C=CC=CC=3)(C3C=CC=CC=3)C3C=CC=CC=3)[CH2:9][C:8]2([CH3:33])[CH3:32])=[CH:4][CH:3]=1.Cl. Product: [F:1][C:2]1[CH:35]=[CH:34][C:5]([CH2:6][N:7]2[CH2:12][CH2:11][NH:10][CH2:9][C:8]2([CH3:33])[CH3:32])=[CH:4][CH:3]=1. The catalyst class is: 269. (3) Reactant: [Br:1][C:2]1[CH:10]=[CH:9][C:5]([C:6]([OH:8])=O)=[C:4]([F:11])[CH:3]=1.Cl.[F:13][C:14]1([F:19])[CH2:18][CH2:17][NH:16][CH2:15]1. Product: [Br:1][C:2]1[CH:10]=[CH:9][C:5]([C:6]([N:16]2[CH2:17][CH2:18][C:14]([F:19])([F:13])[CH2:15]2)=[O:8])=[C:4]([F:11])[CH:3]=1. The catalyst class is: 66. (4) Reactant: [CH3:1][O:2][C:3]1[CH:4]=[C:5]([C:9]2([C:20]([O:22]C)=[O:21])[CH2:14][CH2:13][C:12](=[O:15])[CH:11](C(OC)=O)[CH2:10]2)[CH:6]=[CH:7][CH:8]=1.[OH-].[K+].O.Cl. Product: [CH3:1][O:2][C:3]1[CH:4]=[C:5]([C:9]2([C:20]([OH:22])=[O:21])[CH2:10][CH2:11][C:12](=[O:15])[CH2:13][CH2:14]2)[CH:6]=[CH:7][CH:8]=1. The catalyst class is: 12. (5) Reactant: Cl.Cl.[NH2:3][CH2:4][CH2:5][CH2:6][CH2:7][CH2:8][N:9]1[C:19](=[O:20])[C:18]2[N:21]3[C:11](=[CH:12][N:13]=[C:14]3[CH:15]=[CH:16][CH:17]=2)[CH2:10]1.C(N(CC)CC)C.C1C=CC(N([S:36]([C:39]([F:42])([F:41])[F:40])(=[O:38])=[O:37])[S:36]([C:39]([F:42])([F:41])[F:40])(=[O:38])=[O:37])=CC=1. Product: [F:40][C:39]([F:42])([F:41])[S:36]([NH:3][CH2:4][CH2:5][CH2:6][CH2:7][CH2:8][N:9]1[C:19](=[O:20])[C:18]2[N:21]3[C:11](=[CH:12][N:13]=[C:14]3[CH:15]=[CH:16][CH:17]=2)[CH2:10]1)(=[O:38])=[O:37]. The catalyst class is: 306.